Dataset: Reaction yield outcomes from USPTO patents with 853,638 reactions. Task: Predict the reaction yield, written as a fraction of the theoretical maximum amount of product (1.0 means a 100% yield; for example, 0.34 means a 34% yield). The reactants are [C:1]([CH2:3][N:4]1[C:12]([C:13]([O:15][CH2:16][CH3:17])=[O:14])=[CH:11][C:10]2[CH:9]3[CH2:18][CH:6]([CH2:7][CH2:8]3)[C:5]1=2)#[N:2]. The catalyst is CO.[Ni]. The product is [NH2:2][CH2:1][CH2:3][N:4]1[C:12]([C:13]([O:15][CH2:16][CH3:17])=[O:14])=[CH:11][C:10]2[CH:9]3[CH2:18][CH:6]([CH2:7][CH2:8]3)[C:5]1=2. The yield is 0.500.